From a dataset of Peptide-MHC class I binding affinity with 185,985 pairs from IEDB/IMGT. Regression. Given a peptide amino acid sequence and an MHC pseudo amino acid sequence, predict their binding affinity value. This is MHC class I binding data. (1) The peptide sequence is RGGRAFVTI. The MHC is HLA-A02:03 with pseudo-sequence HLA-A02:03. The binding affinity (normalized) is 0.154. (2) The peptide sequence is TSNPKTPKY. The MHC is HLA-A69:01 with pseudo-sequence HLA-A69:01. The binding affinity (normalized) is 0.0847.